From a dataset of NCI-60 drug combinations with 297,098 pairs across 59 cell lines. Regression. Given two drug SMILES strings and cell line genomic features, predict the synergy score measuring deviation from expected non-interaction effect. Drug 1: C1=C(C(=O)NC(=O)N1)F. Drug 2: CC1=C(N=C(N=C1N)C(CC(=O)N)NCC(C(=O)N)N)C(=O)NC(C(C2=CN=CN2)OC3C(C(C(C(O3)CO)O)O)OC4C(C(C(C(O4)CO)O)OC(=O)N)O)C(=O)NC(C)C(C(C)C(=O)NC(C(C)O)C(=O)NCCC5=NC(=CS5)C6=NC(=CS6)C(=O)NCCC[S+](C)C)O. Cell line: SW-620. Synergy scores: CSS=31.8, Synergy_ZIP=-1.05, Synergy_Bliss=-1.39, Synergy_Loewe=-3.13, Synergy_HSA=-2.66.